From a dataset of Catalyst prediction with 721,799 reactions and 888 catalyst types from USPTO. Predict which catalyst facilitates the given reaction. (1) Reactant: [C:1]([O:5][P:6]([O:13][C:14]1[CH:19]=[CH:18][C:17]([CH2:20][C:21]([O:23]C)=[O:22])=[CH:16][CH:15]=1)([O:8][C:9]([CH3:12])([CH3:11])[CH3:10])=[O:7])([CH3:4])([CH3:3])[CH3:2].[OH-].[Li+]. Product: [C:9]([O:8][P:6]([O:13][C:14]1[CH:19]=[CH:18][C:17]([CH2:20][C:21]([OH:23])=[O:22])=[CH:16][CH:15]=1)([O:5][C:1]([CH3:4])([CH3:3])[CH3:2])=[O:7])([CH3:10])([CH3:11])[CH3:12]. The catalyst class is: 20. (2) Reactant: Br[C:2]1[CH:7]=[C:6]([F:8])[CH:5]=[CH:4][C:3]=1[S:9]([N:12]1[CH2:17][CH2:16][N:15]([CH2:18][C:19]2[CH:24]=[CH:23][C:22]([O:25][CH3:26])=[CH:21][CH:20]=2)[CH2:14][CH2:13]1)(=[O:11])=[O:10].[N:27]1[CH:32]=[CH:31][C:30](B(O)O)=[CH:29][CH:28]=1.C(=O)([O-])[O-].[Na+].[Na+].COCCOC. Product: [F:8][C:6]1[CH:5]=[CH:4][C:3]([S:9]([N:12]2[CH2:17][CH2:16][N:15]([CH2:18][C:19]3[CH:24]=[CH:23][C:22]([O:25][CH3:26])=[CH:21][CH:20]=3)[CH2:14][CH2:13]2)(=[O:11])=[O:10])=[C:2]([C:30]2[CH:31]=[CH:32][N:27]=[CH:28][CH:29]=2)[CH:7]=1. The catalyst class is: 103. (3) Reactant: [C:1]([N:8]1[CH2:13][CH2:12][N:11]([C:14]([NH:16][C:17]2[CH:25]=[CH:24][C:23]([Cl:26])=[CH:22][C:18]=2[C:19](O)=[O:20])=[O:15])[CH2:10][CH2:9]1)([O:3][C:4]([CH3:7])([CH3:6])[CH3:5])=[O:2].Cl.CN(C)CCCN=C=NCC. Product: [C:1]([N:8]1[CH2:13][CH2:12][N:11]([C:14]2[O:15][C:19](=[O:20])[C:18]3[CH:22]=[C:23]([Cl:26])[CH:24]=[CH:25][C:17]=3[N:16]=2)[CH2:10][CH2:9]1)([O:3][C:4]([CH3:6])([CH3:7])[CH3:5])=[O:2]. The catalyst class is: 3. (4) Reactant: C([O:8][C:9]1[CH:14]=[CH:13][N:12]=[CH:11][C:10]=1[C:15]1([CH2:30][OH:31])[C:23]2[C:18](=[CH:19][CH:20]=[CH:21][CH:22]=2)[N:17]([CH2:24][CH2:25][CH2:26][CH2:27][CH3:28])[C:16]1=[O:29])C1C=CC=CC=1. Product: [OH:31][CH2:30][C:15]1([C:10]2[CH:11]=[N:12][CH:13]=[CH:14][C:9]=2[OH:8])[C:23]2[C:18](=[CH:19][CH:20]=[CH:21][CH:22]=2)[N:17]([CH2:24][CH2:25][CH2:26][CH2:27][CH3:28])[C:16]1=[O:29]. The catalyst class is: 19. (5) Product: [Cl:38][C:33]1[CH:32]=[C:31]([CH:36]=[CH:35][C:34]=1[Cl:37])[CH2:30][N:27]1[CH2:28][CH2:29][CH:24]([NH:23][C:21](=[O:22])[CH2:20][O:1][C:2]2[CH:3]=[CH:4][C:5]([CH2:8][C:9]([O:11][CH3:12])=[O:10])=[CH:6][CH:7]=2)[CH2:25][CH2:26]1. Reactant: [OH:1][C:2]1[CH:7]=[CH:6][C:5]([CH2:8][C:9]([O:11][CH3:12])=[O:10])=[CH:4][CH:3]=1.CC(C)([O-])C.[K+].Cl[CH2:20][C:21]([NH:23][CH:24]1[CH2:29][CH2:28][N:27]([CH2:30][C:31]2[CH:36]=[CH:35][C:34]([Cl:37])=[C:33]([Cl:38])[CH:32]=2)[CH2:26][CH2:25]1)=[O:22].O. The catalyst class is: 60. (6) Reactant: [NH2:1][C:2]1[CH:7]=[CH:6][C:5]([C:8]([F:11])([F:10])[F:9])=[CH:4][C:3]=1[C:12]([C:14]1[CH:19]=[C:18]([Cl:20])[CH:17]=[CH:16][C:15]=1[O:21][CH3:22])=[O:13].N1C=CC=CC=1.[Br:29][CH2:30][C:31](Br)=[O:32]. Product: [Br:29][CH2:30][C:31]([NH:1][C:2]1[CH:7]=[CH:6][C:5]([C:8]([F:10])([F:11])[F:9])=[CH:4][C:3]=1[C:12](=[O:13])[C:14]1[CH:19]=[C:18]([Cl:20])[CH:17]=[CH:16][C:15]=1[O:21][CH3:22])=[O:32]. The catalyst class is: 4. (7) Reactant: [Mg].II.Br[CH2:5][CH2:6]Br.Br[C:9]1[CH:17]=[C:16]([CH2:18][CH3:19])[C:12]([N:13]([CH3:15])[CH3:14])=[C:11]([CH2:20][CH3:21])[CH:10]=1.[P:22]([O-:29])(OCC)OCC. Product: [CH3:14][N:13]([CH3:15])[C:12]1[C:11]([CH2:20][CH3:21])=[CH:10][C:9]([PH:22](=[O:29])[C:9]2[CH:17]=[C:16]([CH2:18][CH3:19])[C:12]([N:13]([CH3:15])[CH3:14])=[C:11]([CH2:20][CH3:21])[CH:10]=2)=[CH:17][C:16]=1[CH2:5][CH3:6]. The catalyst class is: 355. (8) Reactant: [C:1]([O:5][C:6]([N:8]1[CH2:13][CH2:12][CH:11]([CH2:14][CH2:15][O:16][CH2:17][C:18]2[CH:23]=[CH:22][N:21]=[C:20]([C:24]#[N:25])[CH:19]=2)[CH2:10][CH2:9]1)=[O:7])([CH3:4])([CH3:3])[CH3:2].C[Mg]Cl.CC[O:31]C(C)=O. Product: [C:1]([O:5][C:6]([N:8]1[CH2:9][CH2:10][CH:11]([CH2:14][CH2:15][O:16][CH2:17][C:18]2[CH:23]=[CH:22][N:21]=[C:20]([C:24](=[O:31])[NH2:25])[CH:19]=2)[CH2:12][CH2:13]1)=[O:7])([CH3:4])([CH3:2])[CH3:3]. The catalyst class is: 1. (9) Reactant: [Cl:1][C:2]1[CH:41]=[CH:40][C:5]([CH2:6][N:7]2[C:15]3[C:14](=[O:16])[N:13]([CH2:17][CH2:18][C:19]([O:21]C(C)(C)C)=[O:20])[C:12](=[O:26])[N:11]([CH3:27])[C:10]=3[N:9]=[C:8]2[O:28][C:29]2[CH:34]=[CH:33][CH:32]=[C:31]([O:35][C:36]([F:39])([F:38])[F:37])[CH:30]=2)=[CH:4][CH:3]=1.C(O)(C(F)(F)F)=O. Product: [Cl:1][C:2]1[CH:3]=[CH:4][C:5]([CH2:6][N:7]2[C:15]3[C:14](=[O:16])[N:13]([CH2:17][CH2:18][C:19]([OH:21])=[O:20])[C:12](=[O:26])[N:11]([CH3:27])[C:10]=3[N:9]=[C:8]2[O:28][C:29]2[CH:34]=[CH:33][CH:32]=[C:31]([O:35][C:36]([F:39])([F:37])[F:38])[CH:30]=2)=[CH:40][CH:41]=1. The catalyst class is: 2.